Task: Predict the reaction yield, written as a fraction of the theoretical maximum amount of product (1.0 means a 100% yield; for example, 0.34 means a 34% yield).. Dataset: Reaction yield outcomes from USPTO patents with 853,638 reactions The reactants are C1(P(=O)(C2C=CC=CC=2)C2C=CC=CC=2)C=CC=CC=1.FC(F)(F)S(OS(C(F)(F)F)(=O)=O)(=O)=O.C([S:43][CH:44]([CH:68]([O:71][CH3:72])[O:69][CH3:70])[CH2:45][NH:46][C:47]([C:49]1[NH:50][C:51]2[C:56]([CH:57]=1)=[CH:55][CH:54]=[CH:53][C:52]=2[NH:58][S:59]([C:62]1[CH:67]=[CH:66][CH:65]=[CH:64][N:63]=1)(=[O:61])=[O:60])=O)C1C=CC=CC=1.C1(SC)C=CC=CC=1.C(=O)([O-])O.[Na+]. The catalyst is ClCCl. The product is [CH3:70][O:69][CH:68]([O:71][CH3:72])[CH:44]1[S:43][C:47]([C:49]2[NH:50][C:51]3[C:56]([CH:57]=2)=[CH:55][CH:54]=[CH:53][C:52]=3[NH:58][S:59]([C:62]2[CH:67]=[CH:66][CH:65]=[CH:64][N:63]=2)(=[O:61])=[O:60])=[N:46][CH2:45]1. The yield is 0.400.